This data is from Human liver microsome stability data. The task is: Regression/Classification. Given a drug SMILES string, predict its absorption, distribution, metabolism, or excretion properties. Task type varies by dataset: regression for continuous measurements (e.g., permeability, clearance, half-life) or binary classification for categorical outcomes (e.g., BBB penetration, CYP inhibition). Dataset: hlm. (1) The drug is COc1cccn2c(=O)c3cc(C(=O)N[C@@H](C)c4ccccc4)c(=N)n(Cc4ccccc4)c3nc12. The result is 1 (stable in human liver microsomes). (2) The molecule is O=C(NCCNc1ccnc2cc(Cl)ccc12)C1CCC2(CC1)OOC1(CCCCC1)OO2. The result is 0 (unstable in human liver microsomes). (3) The compound is CC(C)(C)NC(=O)Nc1nc(Cl)c(CCC2CCCCC2)n(CC(=O)Nc2ccccc2C(=O)NS(=O)(=O)c2ccc(C(F)(F)F)cc2)c1=O. The result is 1 (stable in human liver microsomes).